Dataset: Forward reaction prediction with 1.9M reactions from USPTO patents (1976-2016). Task: Predict the product of the given reaction. (1) Given the reactants [Cl:1][C:2]1[C:3]([N:31]2[CH2:36][CH2:35][N:34]([CH2:37][C:38]3[N:39]=[C:40]([CH3:43])[S:41][CH:42]=3)[CH2:33][CH2:32]2)=[C:4]2[N:10]=[C:9]([C:11]3[CH:30]=[CH:29][C:14]([CH2:15][N:16]4[CH2:21][CH2:20][N:19](C(OC(C)(C)C)=O)[CH2:18][CH2:17]4)=[CH:13][CH:12]=3)[NH:8][C:5]2=[N:6][CH:7]=1.C(O)(C(F)(F)F)=O, predict the reaction product. The product is: [Cl:1][C:2]1[C:3]([N:31]2[CH2:32][CH2:33][N:34]([CH2:37][C:38]3[N:39]=[C:40]([CH3:43])[S:41][CH:42]=3)[CH2:35][CH2:36]2)=[C:4]2[N:10]=[C:9]([C:11]3[CH:30]=[CH:29][C:14]([CH2:15][N:16]4[CH2:21][CH2:20][NH:19][CH2:18][CH2:17]4)=[CH:13][CH:12]=3)[NH:8][C:5]2=[N:6][CH:7]=1. (2) The product is: [OH:2][C:3]1[CH:21]=[CH:20][C:6]([CH2:7][S:8][C:9]2[CH:19]=[CH:18][C:12]3[NH:13][C:14](=[O:17])[CH2:15][O:16][C:11]=3[CH:10]=2)=[CH:5][CH:4]=1. Given the reactants C[O:2][C:3]1[CH:21]=[CH:20][C:6]([CH2:7][S:8][C:9]2[CH:19]=[CH:18][C:12]3[NH:13][C:14](=[O:17])[CH2:15][O:16][C:11]=3[CH:10]=2)=[CH:5][CH:4]=1.B(Br)(Br)Br, predict the reaction product. (3) Given the reactants [CH3:1][O:2][C:3](=[O:20])[C:4]([C:10]1[CH:15]=[CH:14][C:13]([Br:16])=[CH:12][C:11]=1[N+:17]([O-])=O)([CH3:9])[C:5](OC)=[O:6], predict the reaction product. The product is: [CH3:1][O:2][C:3]([C:4]1([CH3:9])[C:10]2[C:11](=[CH:12][C:13]([Br:16])=[CH:14][CH:15]=2)[NH:17][C:5]1=[O:6])=[O:20].